Dataset: Forward reaction prediction with 1.9M reactions from USPTO patents (1976-2016). Task: Predict the product of the given reaction. (1) Given the reactants [N:1]([CH2:4][C:5]([O:7][CH2:8][CH3:9])=[O:6])=[C:2]=[S:3].Cl.[O-:11][Mn](=O)(=O)=O.[K+].[CH3:17][N:18]=[C:19]=[O:20], predict the reaction product. The product is: [CH2:8]([O:7][C:5]([CH2:4][N:1]1[C:2](=[O:11])[S:3][N:18]([CH3:17])[C:19]1=[O:20])=[O:6])[CH3:9]. (2) Given the reactants [F:1][C:2]([F:16])([F:15])[C:3]1[CH:14]=[CH:13][C:6]([CH2:7][CH:8]([C:11]#[N:12])[C:9]#[N:10])=[CH:5][CH:4]=1.[H-].[Na+].Br[CH2:20][CH:21]1[CH2:24][CH2:23][CH2:22]1, predict the reaction product. The product is: [CH:21]1([CH2:20][C:8]([CH2:7][C:6]2[CH:5]=[CH:4][C:3]([C:2]([F:15])([F:16])[F:1])=[CH:14][CH:13]=2)([C:11]#[N:12])[C:9]#[N:10])[CH2:24][CH2:23][CH2:22]1. (3) Given the reactants ClC(Cl)(O[C:5](=[O:11])OC(Cl)(Cl)Cl)Cl.[CH2:13]([C:16]1([CH2:39][CH:40]=[CH2:41])[C:37](=[O:38])[N:19]2[CH2:20][CH2:21][NH:22][C@@H:23]([C:24]3[C:25]([CH3:36])=[N:26][N:27]([CH2:29][C:30]4[CH:35]=[CH:34][CH:33]=[CH:32][CH:31]=4)[CH:28]=3)[C@@H:18]2[CH2:17]1)[CH:14]=[CH2:15].[CH2:42]([C:44]1[CH:45]=[C:46]([CH:54]([NH:56][CH3:57])[CH3:55])[CH:47]=[C:48]([C:50]([F:53])([F:52])[F:51])[CH:49]=1)[CH3:43], predict the reaction product. The product is: [CH2:39]([C:16]1([CH2:13][CH:14]=[CH2:15])[C:37](=[O:38])[N:19]2[CH2:20][CH2:21][N:22]([C:5]([N:56]([C@@H:54]([C:46]3[CH:47]=[C:48]([C:50]([F:51])([F:52])[F:53])[CH:49]=[C:44]([CH2:42][CH3:43])[CH:45]=3)[CH3:55])[CH3:57])=[O:11])[C@@H:23]([C:24]3[C:25]([CH3:36])=[N:26][N:27]([CH2:29][C:30]4[CH:31]=[CH:32][CH:33]=[CH:34][CH:35]=4)[CH:28]=3)[C@@H:18]2[CH2:17]1)[CH:40]=[CH2:41]. (4) Given the reactants [C:1]([C:3]1[CH:8]=[CH:7][C:6]([N:9]2[CH2:18][CH2:17][C:16]3[C:15]([NH:19][C:20]4[O:21][CH:22]=[C:23]([C:25]([O:27]CC)=[O:26])[N:24]=4)=[N:14][CH:13]=[N:12][C:11]=3[CH2:10]2)=[CH:5][C:4]=1[C:30]([F:33])([F:32])[F:31])#[N:2].[OH-].[Na+], predict the reaction product. The product is: [C:1]([C:3]1[CH:8]=[CH:7][C:6]([N:9]2[CH2:18][CH2:17][C:16]3[C:15]([NH:19][C:20]4[O:21][CH:22]=[C:23]([C:25]([OH:27])=[O:26])[N:24]=4)=[N:14][CH:13]=[N:12][C:11]=3[CH2:10]2)=[CH:5][C:4]=1[C:30]([F:33])([F:31])[F:32])#[N:2]. (5) Given the reactants Br[C:2]1[CH:3]=[N:4][CH:5]=[C:6]2[C:11]=1[N:10]=[C:9]([C:12]([NH2:14])=[O:13])[CH:8]=[CH:7]2.[CH:15]([O:18][C:19]1[CH:24]=[CH:23][C:22](B(O)O)=[CH:21][CH:20]=1)([CH3:17])[CH3:16].C(=O)([O-])[O-].[Cs+].[Cs+], predict the reaction product. The product is: [CH:15]([O:18][C:19]1[CH:24]=[CH:23][C:22]([C:2]2[CH:3]=[N:4][CH:5]=[C:6]3[C:11]=2[N:10]=[C:9]([C:12]([NH2:14])=[O:13])[CH:8]=[CH:7]3)=[CH:21][CH:20]=1)([CH3:17])[CH3:16]. (6) The product is: [Cl:18][C:11](=[O:12])[CH2:10][C:9]([O:8][CH2:1][C:2]1[CH:7]=[CH:6][CH:5]=[CH:4][CH:3]=1)=[O:14]. Given the reactants [CH2:1]([O:8][C:9](=[O:14])[CH2:10][C:11](O)=[O:12])[C:2]1[CH:7]=[CH:6][CH:5]=[CH:4][CH:3]=1.C(Cl)(=O)C([Cl:18])=O.CN(C)C=O, predict the reaction product. (7) Given the reactants [Br:1][C:2]1[C:3](Cl)=[N:4][CH:5]=[C:6]([CH:10]=1)[C:7]([OH:9])=[O:8].[CH:12]1([OH:16])[CH2:15][CH2:14][CH2:13]1.[OH-].[K+], predict the reaction product. The product is: [Br:1][C:2]1[C:3]([O:16][CH:12]2[CH2:15][CH2:14][CH2:13]2)=[N:4][CH:5]=[C:6]([CH:10]=1)[C:7]([OH:9])=[O:8]. (8) The product is: [Cl:1][C:2]1[C:3]([F:42])=[C:4]([C@@H:8]2[C@:12]([C:15]3[CH:20]=[CH:19][C:18]([Cl:21])=[CH:17][C:16]=3[F:22])([C:13]#[N:14])[C@H:11]([CH2:23][C:24]([CH3:26])([CH3:27])[CH3:25])[NH:10][C@H:9]2[C:28]([NH:30][C:31]2[CH:39]=[CH:38][C:34]([C:35]([O:37][CH2:46][CH2:45][N:44]([CH3:48])[CH3:43])=[O:36])=[CH:33][C:32]=2[O:40][CH3:41])=[O:29])[CH:5]=[CH:6][CH:7]=1. Given the reactants [Cl:1][C:2]1[C:3]([F:42])=[C:4]([C@@H:8]2[C@:12]([C:15]3[CH:20]=[CH:19][C:18]([Cl:21])=[CH:17][C:16]=3[F:22])([C:13]#[N:14])[C@H:11]([CH2:23][C:24]([CH3:27])([CH3:26])[CH3:25])[NH:10][C@H:9]2[C:28]([NH:30][C:31]2[CH:39]=[CH:38][C:34]([C:35]([OH:37])=[O:36])=[CH:33][C:32]=2[O:40][CH3:41])=[O:29])[CH:5]=[CH:6][CH:7]=1.[CH3:43][N:44]([CH3:48])[CH2:45][CH2:46]O.[H-].[Na+], predict the reaction product. (9) The product is: [Br:17][C:8]1[C:7](=[O:13])[N:6]([CH2:5][C:4]2[CH:14]=[CH:15][CH:16]=[C:2]([F:1])[CH:3]=2)[CH:11]=[CH:10][C:9]=1[OH:12]. Given the reactants [F:1][C:2]1[CH:3]=[C:4]([CH:14]=[CH:15][CH:16]=1)[CH2:5][N:6]1[CH:11]=[CH:10][C:9]([OH:12])=[CH:8][C:7]1=[O:13].[Br:17]Br, predict the reaction product.